Dataset: Merck oncology drug combination screen with 23,052 pairs across 39 cell lines. Task: Regression. Given two drug SMILES strings and cell line genomic features, predict the synergy score measuring deviation from expected non-interaction effect. Drug 1: O=c1[nH]cc(F)c(=O)[nH]1. Drug 2: CCc1cnn2c(NCc3ccc[n+]([O-])c3)cc(N3CCCCC3CCO)nc12. Cell line: NCIH520. Synergy scores: synergy=-4.32.